This data is from Catalyst prediction with 721,799 reactions and 888 catalyst types from USPTO. The task is: Predict which catalyst facilitates the given reaction. (1) Reactant: Cl.CN[O:4][CH3:5].[CH:6]([N:9](C(C)C)CC)(C)C.[C:15]([O:19][C:20]([N:22]1[CH2:25][CH:24]([C:26]([OH:28])=O)[CH2:23]1)=[O:21])([CH3:18])([CH3:17])[CH3:16].Cl.CN(C)CCCN=C=NCC. Product: [C:15]([O:19][C:20]([N:22]1[CH2:23][CH:24]([C:26](=[O:28])[NH:9][CH2:6][O:4][CH3:5])[CH2:25]1)=[O:21])([CH3:16])([CH3:17])[CH3:18]. The catalyst class is: 4. (2) Reactant: O.[C:2](=[O:5])([O-:4])[O-:3].[Na+:6].[Na+].O.[OH:9][P:10]([O-:13])([OH:12])=[O:11].[Na+]. Product: [C:2](=[O:3])([O-:5])[O-:4].[Na+:6].[Na+:6].[P:10]([O-:13])([O-:12])([O-:11])=[O:9].[Na+:6].[Na+:6].[Na+:6]. The catalyst class is: 6.